Dataset: Full USPTO retrosynthesis dataset with 1.9M reactions from patents (1976-2016). Task: Predict the reactants needed to synthesize the given product. (1) Given the product [F:1][C:2]1[CH:3]=[CH:4][C:5]([O:37][CH3:38])=[C:6]([C:8]2[CH:13]=[CH:12][N:11]=[C:10]3[NH:14][C:15]([C:17]4[CH2:22][CH2:21][N:20]([CH:23]5[CH2:28][CH2:27][N:26]([CH2:29][C:30]([OH:32])=[O:31])[CH2:25][CH2:24]5)[CH2:19][CH:18]=4)=[CH:16][C:9]=23)[CH:7]=1.[ClH:47], predict the reactants needed to synthesize it. The reactants are: [F:1][C:2]1[CH:3]=[CH:4][C:5]([O:37][CH3:38])=[C:6]([C:8]2[CH:13]=[CH:12][N:11]=[C:10]3[NH:14][C:15]([C:17]4[CH2:22][CH2:21][N:20]([CH:23]5[CH2:28][CH2:27][N:26]([CH2:29][C:30]([O:32]C(C)(C)C)=[O:31])[CH2:25][CH2:24]5)[CH2:19][CH:18]=4)=[CH:16][C:9]=23)[CH:7]=1.FC(F)(F)C(O)=O.C(Cl)[Cl:47]. (2) Given the product [Cl:1][C:2]1[CH:10]=[CH:9][CH:8]=[C:7]2[C:3]=1[C:4]([C:17]([NH:31][CH2:32][C:33]1([OH:41])[CH2:38][CH2:37][CH2:36][C:35]([F:40])([F:39])[CH2:34]1)=[O:19])=[CH:5][N:6]2[CH2:11][CH:12]1[CH2:16][CH2:15][CH2:14][O:13]1, predict the reactants needed to synthesize it. The reactants are: [Cl:1][C:2]1[CH:10]=[CH:9][CH:8]=[C:7]2[C:3]=1[C:4]([C:17]([OH:19])=O)=[CH:5][N:6]2[CH2:11][CH:12]1[CH2:16][CH2:15][CH2:14][O:13]1.C(Cl)CCl.C(N(CC)CC)C.[NH2:31][CH2:32][C:33]1([OH:41])[CH2:38][CH2:37][CH2:36][C:35]([F:40])([F:39])[CH2:34]1.